From a dataset of Forward reaction prediction with 1.9M reactions from USPTO patents (1976-2016). Predict the product of the given reaction. (1) Given the reactants [F:1][C:2]1[CH:23]=[CH:22][C:5]([CH2:6][N:7]2[CH:11]=[C:10]([NH:12][C:13](=[O:21])OC3C=CC=CC=3)[CH:9]=[N:8]2)=[CH:4][CH:3]=1.[C:24]1([S:30]([CH:33]2[CH2:37][CH2:36][NH:35][CH2:34]2)(=[O:32])=[O:31])[CH:29]=[CH:28][CH:27]=[CH:26][CH:25]=1.C(N(CC)CC)C, predict the reaction product. The product is: [F:1][C:2]1[CH:3]=[CH:4][C:5]([CH2:6][N:7]2[CH:11]=[C:10]([NH:12][C:13]([N:35]3[CH2:36][CH2:37][CH:33]([S:30]([C:24]4[CH:25]=[CH:26][CH:27]=[CH:28][CH:29]=4)(=[O:32])=[O:31])[CH2:34]3)=[O:21])[CH:9]=[N:8]2)=[CH:22][CH:23]=1. (2) Given the reactants [Br:1][C:2]1[CH:3]=[N:4][N:5]([CH3:16])[C:6]=1[C:7]1[CH:8]=[C:9]([C:13]([OH:15])=O)[S:10][C:11]=1[Cl:12].[NH2:17][C@@H:18]([CH2:31][C:32]1[CH:37]=[CH:36][CH:35]=[C:34]([F:38])[CH:33]=1)[CH2:19][N:20]1[C:28](=[O:29])[C:27]2[C:22](=[CH:23][CH:24]=[CH:25][CH:26]=2)[C:21]1=[O:30].CC(OC(N[C@H](C(O)=O)CC1C=CC=CC=1C(F)(F)F)=O)(C)C.C1CN([P+](Br)(N2CCCC2)N2CCCC2)CC1.F[P-](F)(F)(F)(F)F.CCN(C(C)C)C(C)C, predict the reaction product. The product is: [Br:1][C:2]1[CH:3]=[N:4][N:5]([CH3:16])[C:6]=1[C:7]1[CH:8]=[C:9]([C:13]([NH:17][C@@H:18]([CH2:31][C:32]2[CH:37]=[CH:36][CH:35]=[C:34]([F:38])[CH:33]=2)[CH2:19][N:20]2[C:28](=[O:29])[C:27]3[C:22](=[CH:23][CH:24]=[CH:25][CH:26]=3)[C:21]2=[O:30])=[O:15])[S:10][C:11]=1[Cl:12]. (3) Given the reactants [Br:1][C:2]1[C:3]([C:9]([OH:11])=[O:10])=[N:4][C:5]([Cl:8])=[CH:6][CH:7]=1.S(=O)(=O)(O)O.[CH3:17]O, predict the reaction product. The product is: [CH3:17][O:10][C:9]([C:3]1[C:2]([Br:1])=[CH:7][CH:6]=[C:5]([Cl:8])[N:4]=1)=[O:11]. (4) Given the reactants [CH3:1][O:2][C:3]1[CH:4]=[C:5]2[C:10](=[CH:11][C:12]=1[O:13][CH3:14])[N:9]=[CH:8][N:7]=[C:6]2[N:15]1[CH2:20][CH2:19][NH:18][CH2:17][CH2:16]1.[C:21]1([N:27]=[C:28]=[O:29])[CH:26]=[CH:25][CH:24]=[CH:23][CH:22]=1, predict the reaction product. The product is: [CH3:1][O:2][C:3]1[CH:4]=[C:5]2[C:10](=[CH:11][C:12]=1[O:13][CH3:14])[N:9]=[CH:8][N:7]=[C:6]2[N:15]1[CH2:16][CH2:17][N:18]([C:28]([NH:27][C:21]2[CH:26]=[CH:25][CH:24]=[CH:23][CH:22]=2)=[O:29])[CH2:19][CH2:20]1. (5) Given the reactants [F:1][C:2]([F:36])([F:35])[C:3]1[CH:4]=[CH:5][C:6]([O:9][C:10]2[CH:11]=[C:12]3[C:17](=[CH:18][CH:19]=2)[N:16]=[C:15]([C:20]([N:22]2[CH2:27][CH2:26][N:25](C(OC(C)(C)C)=O)[CH2:24][CH2:23]2)=[O:21])[CH:14]=[CH:13]3)=[N:7][CH:8]=1.FC(F)(F)C(O)=O, predict the reaction product. The product is: [N:22]1([C:20]([C:15]2[CH:14]=[CH:13][C:12]3[C:17](=[CH:18][CH:19]=[C:10]([O:9][C:6]4[CH:5]=[CH:4][C:3]([C:2]([F:35])([F:1])[F:36])=[CH:8][N:7]=4)[CH:11]=3)[N:16]=2)=[O:21])[CH2:27][CH2:26][NH:25][CH2:24][CH2:23]1. (6) Given the reactants [Cl:1][C:2]1[C:3]([F:28])=[C:4]([CH:8]2[C:12]([C:15]3[CH:20]=[CH:19][C:18]([Cl:21])=[CH:17][C:16]=3[F:22])([C:13]#[N:14])[CH:11]([CH2:23][C:24]([CH3:27])([CH3:26])[CH3:25])[CH2:10][NH:9]2)[CH:5]=[CH:6][CH:7]=1.[C:29]([O:33][CH2:34][CH3:35])(=[O:32])[CH:30]=[CH2:31].FC(F)(F)S([O-])(=O)=O.[Sm+3].FC(F)(F)S([O-])(=O)=O.FC(F)(F)S([O-])(=O)=O, predict the reaction product. The product is: [CH2:34]([O:33][C:29](=[O:32])[CH2:30][CH2:31][N:9]1[CH2:10][C@@H:11]([CH2:23][C:24]([CH3:25])([CH3:27])[CH3:26])[C@@:12]([C:15]2[CH:20]=[CH:19][C:18]([Cl:21])=[CH:17][C:16]=2[F:22])([C:13]#[N:14])[C@H:8]1[C:4]1[CH:5]=[CH:6][CH:7]=[C:2]([Cl:1])[C:3]=1[F:28])[CH3:35]. (7) The product is: [CH2:1]([N:3]1[C:4](=[S:34])[C:5]([NH:15][C:16]2[CH:21]=[CH:20][C:19]([O:22][CH3:23])=[CH:18][CH:17]=2)=[C:6]([C:9]2[CH:14]=[CH:13][CH:12]=[CH:11][CH:10]=2)[C:7]1=[O:8])[CH3:2]. Given the reactants [CH2:1]([N:3]1[C:7](=[O:8])[C:6]([C:9]2[CH:14]=[CH:13][CH:12]=[CH:11][CH:10]=2)=[C:5]([NH:15][C:16]2[CH:21]=[CH:20][C:19]([O:22][CH3:23])=[CH:18][CH:17]=2)[C:4]1=O)[CH3:2].COC1C=CC(P2(SP(C3C=CC(OC)=CC=3)(=S)S2)=[S:34])=CC=1, predict the reaction product. (8) Given the reactants C[O:2][C:3]([C:5]1([CH3:31])[CH2:11][CH2:10][N:9]([C:12](=[O:26])[C:13]2[CH:18]=[CH:17][C:16]([N:19]3[CH:23]=[CH:22][C:21]([CH3:24])=[N:20]3)=[CH:15][C:14]=2[Cl:25])[C:8]2[CH:27]=[CH:28][CH:29]=[CH:30][C:7]=2[CH2:6]1)=[O:4].COC(C1(C)CCN(C(=O)C2C=CC(N3C=CC(C)=N3)=CC=2C)C2C=CC=CC=2C1)=O, predict the reaction product. The product is: [Cl:25][C:14]1[CH:15]=[C:16]([N:19]2[CH:23]=[CH:22][C:21]([CH3:24])=[N:20]2)[CH:17]=[CH:18][C:13]=1[C:12]([N:9]1[CH2:10][CH2:11][C:5]([CH3:31])([C:3]([OH:4])=[O:2])[CH2:6][C:7]2[CH:30]=[CH:29][CH:28]=[CH:27][C:8]1=2)=[O:26]. (9) Given the reactants [H-].[Na+].[Si:3]([O:20][CH2:21][CH2:22][O:23][CH2:24][C@H:25]([OH:30])[C:26]([O:28][CH3:29])=[O:27])([C:16]([CH3:19])([CH3:18])[CH3:17])([C:10]1[CH:15]=[CH:14][CH:13]=[CH:12][CH:11]=1)[C:4]1[CH:9]=[CH:8][CH:7]=[CH:6][CH:5]=1.Cl[C:32]1[N:37]=[CH:36][N:35]=[C:34]2[N:38]([C:41]3[CH:46]=[CH:45][CH:44]=[C:43]([Cl:47])[C:42]=3[Cl:48])[N:39]=[CH:40][C:33]=12.C(O)(=O)CC(CC(O)=O)(C(O)=O)O.C(OC)(=O)C1OC1, predict the reaction product. The product is: [Si:3]([O:20][CH2:21][CH2:22][O:23][CH2:24][C@H:25]([O:30][C:32]1[N:37]=[CH:36][N:35]=[C:34]2[N:38]([C:41]3[CH:46]=[CH:45][CH:44]=[C:43]([Cl:47])[C:42]=3[Cl:48])[N:39]=[CH:40][C:33]=12)[C:26]([O:28][CH3:29])=[O:27])([C:16]([CH3:19])([CH3:18])[CH3:17])([C:10]1[CH:15]=[CH:14][CH:13]=[CH:12][CH:11]=1)[C:4]1[CH:5]=[CH:6][CH:7]=[CH:8][CH:9]=1.